Predict the reaction yield, written as a fraction of the theoretical maximum amount of product (1.0 means a 100% yield; for example, 0.34 means a 34% yield). From a dataset of Reaction yield outcomes from USPTO patents with 853,638 reactions. (1) The reactants are C(SSCC)C.B(F)(F)F.CCOCC.[S:16]([C:26]1[C:31]([OH:32])=[C:30]([CH3:33])[CH:29]=[CH:28][CH:27]=1)[S:17][C:18]1C(O)=C(C)C=C[CH:19]=1. The catalyst is ClCCl. The product is [CH2:18]([S:17][S:16][C:26]1[CH:27]=[CH:28][CH:29]=[C:30]([CH3:33])[C:31]=1[OH:32])[CH3:19]. The yield is 0.720. (2) The reactants are [C:1]([OH:4])(=[O:3])[CH3:2].[O:5]=[CH:6][C:7]1[CH:15]=[CH:14][C:12](O)=[C:9]([O:10][CH3:11])[CH:8]=1.[N+:16]([O-])([OH:18])=[O:17]. No catalyst specified. The product is [C:1]([O:4][C:12]1[CH:14]=[CH:15][C:7]([CH:6]=[O:5])=[C:8]([N+:16]([O-:18])=[O:17])[C:9]=1[O:10][CH3:11])(=[O:3])[CH3:2]. The yield is 0.410.